From a dataset of Full USPTO retrosynthesis dataset with 1.9M reactions from patents (1976-2016). Predict the reactants needed to synthesize the given product. The reactants are: [C:1]([C:3]1[CH:4]=[C:5]([CH:10]=[C:11]([O:13][C:14]([F:17])([F:16])[F:15])[CH:12]=1)[C:6]([O:8]C)=[O:7])#[N:2].C(C1C=C(C=C(OC(C)C)C=1)C(O)=O)#N. Given the product [C:1]([C:3]1[CH:4]=[C:5]([CH:10]=[C:11]([O:13][C:14]([F:15])([F:16])[F:17])[CH:12]=1)[C:6]([OH:8])=[O:7])#[N:2], predict the reactants needed to synthesize it.